This data is from Full USPTO retrosynthesis dataset with 1.9M reactions from patents (1976-2016). The task is: Predict the reactants needed to synthesize the given product. (1) The reactants are: [CH3:1][C:2]1[N:6]([CH3:7])[C:5]2[CH:8]=[C:9]([C:22]([OH:24])=O)[C:10]3[CH2:11][CH2:12][CH:13]([C:16]4[CH:21]=[CH:20][CH:19]=[CH:18][CH:17]=4)[O:14][C:15]=3[C:4]=2[N:3]=1.F[B-](F)(F)F.N1(OC(N(C)C)=[N+](C)C)C2C=CC=CC=2N=N1.[CH3:47][O:48][CH2:49][CH2:50][NH2:51].O. Given the product [CH3:47][O:48][CH2:49][CH2:50][NH:51][C:22]([C:9]1[C:10]2[CH2:11][CH2:12][CH:13]([C:16]3[CH:21]=[CH:20][CH:19]=[CH:18][CH:17]=3)[O:14][C:15]=2[C:4]2[N:3]=[C:2]([CH3:1])[N:6]([CH3:7])[C:5]=2[CH:8]=1)=[O:24], predict the reactants needed to synthesize it. (2) The reactants are: [CH2:1]([N:8]([CH3:10])[CH3:9])[C:2]1[CH:7]=[CH:6][CH:5]=[CH:4][CH:3]=1.[CH3:11][O:12][C:13]([C:15]1[C@@H:20]([C:21]2[CH:26]=[CH:25][C:24]([C:27]#[N:28])=[CH:23][C:22]=2[CH2:29][Br:30])[N:19]2[C:31](=[O:34])[NH:32][N:33]=[C:18]2[N:17]([C:35]2[CH:40]=[CH:39][CH:38]=[C:37]([C:41]([F:44])([F:43])[F:42])[CH:36]=2)[C:16]=1[CH3:45])=[O:14]. Given the product [Br-:30].[CH2:1]([N+:8]([CH2:29][C:22]1[CH:23]=[C:24]([C:27]#[N:28])[CH:25]=[CH:26][C:21]=1[C@H:20]1[N:19]2[C:31](=[O:34])[NH:32][N:33]=[C:18]2[N:17]([C:35]2[CH:40]=[CH:39][CH:38]=[C:37]([C:41]([F:43])([F:42])[F:44])[CH:36]=2)[C:16]([CH3:45])=[C:15]1[C:13]([O:12][CH3:11])=[O:14])([CH3:10])[CH3:9])[C:2]1[CH:7]=[CH:6][CH:5]=[CH:4][CH:3]=1, predict the reactants needed to synthesize it. (3) Given the product [NH2:56][C:45]1([C:42]2[CH:41]=[CH:40][C:39]([C:38]3[O:63][C:32]4[C:31]([C:29]#[N:30])=[CH:36][CH:35]=[CH:34][C:33]=4[C:37]=3[I:1])=[CH:44][CH:43]=2)[CH2:46][N:47]([C:49]([O:51][C:52]([CH3:55])([CH3:53])[CH3:54])=[O:50])[CH2:48]1, predict the reactants needed to synthesize it. The reactants are: [I:1]C1C2C=NC=CC=2OC=1C1C=CC(C2(NC(=O)OC(C)(C)C)CCC2)=CC=1.[C:29]([C:31]1[C:32]([O:63]C)=[C:33]([C:37]#[C:38][C:39]2[CH:44]=[CH:43][C:42]([C:45]3([NH:56]S(C(C)(C)C)=O)[CH2:48][N:47]([C:49]([O:51][C:52]([CH3:55])([CH3:54])[CH3:53])=[O:50])[CH2:46]3)=[CH:41][CH:40]=2)[CH:34]=[CH:35][CH:36]=1)#[N:30]. (4) Given the product [CH2:6]([O:5][C:1](=[O:4])[C:12]1[CH:15]=[C:14]([CH3:25])[C:9]([Cl:8])=[N:10][C:11]=1[NH:17][C:18]1[CH:23]=[CH:22][C:21]([I:24])=[CH:20][CH:19]=1)[CH3:7], predict the reactants needed to synthesize it. The reactants are: [C:1]([O:5][CH2:6][CH3:7])(=[O:4])C#C.[Cl:8][C:9]1[N:10]=[C:11]([NH:17][C:18]2[CH:23]=[CH:22][C:21]([I:24])=[CH:20][CH:19]=2)[C:12](=O)O[C:14]=1[CH3:15].[C:25](OCCCC)(=O)C. (5) Given the product [CH3:1][O:2][CH:3]([O:19][CH3:20])[C@:4]1([CH3:18])[C@@H:9]([OH:10])[C@H:8]([N:30]([C:25]2[CH:26]=[CH:27][CH:28]=[CH:29][C:24]=2[CH:21]([CH3:23])[CH3:22])[CH2:31][C:32]2[NH:36][CH:35]=[CH:34][N:33]=2)[C:7]2[CH:11]=[C:12]([N+:15]([O-:17])=[O:16])[CH:13]=[CH:14][C:6]=2[O:5]1, predict the reactants needed to synthesize it. The reactants are: [CH3:1][O:2][CH:3]([O:19][CH3:20])[C@:4]1([CH3:18])[C@H:9]2[O:10][C@H:8]2[C:7]2[CH:11]=[C:12]([N+:15]([O-:17])=[O:16])[CH:13]=[CH:14][C:6]=2[O:5]1.[CH:21]([C:24]1[CH:29]=[CH:28][CH:27]=[CH:26][C:25]=1[NH:30][CH2:31][C:32]1[NH:33][CH:34]=[CH:35][N:36]=1)([CH3:23])[CH3:22]. (6) Given the product [Br:1][C:2]1[CH:7]=[C:6]([F:8])[C:5]([O:9][CH2:19][C:18]([F:29])([F:28])[F:17])=[C:4]([F:10])[CH:3]=1, predict the reactants needed to synthesize it. The reactants are: [Br:1][C:2]1[CH:7]=[C:6]([F:8])[C:5]([OH:9])=[C:4]([F:10])[CH:3]=1.C(=O)([O-])[O-].[Cs+].[Cs+].[F:17][C:18]([F:29])([F:28])[CH2:19]OS(C(F)(F)F)(=O)=O.